Dataset: Forward reaction prediction with 1.9M reactions from USPTO patents (1976-2016). Task: Predict the product of the given reaction. (1) Given the reactants [H-].[Na+].[CH2:3]([OH:6])[CH2:4]O.Br[CH2:8][C:9]1[C:10]([I:16])=[CH:11][C:12]([F:15])=[N:13][CH:14]=1.[OH2:17], predict the reaction product. The product is: [F:15][C:12]1[N:13]=[CH:14][C:9]([CH2:8][O:17][CH:3]([OH:6])[CH3:4])=[C:10]([I:16])[CH:11]=1. (2) Given the reactants C1C2C(COC(=O)[N:17]([CH2:24][CH2:25][CH2:26][CH2:27][C:28](=[O:59])[NH:29][C:30]3[CH:35]=[CH:34][C:33]([N:36]4[C:39](=[O:40])[CH:38]([CH2:41][CH2:42][CH:43]([OH:50])[C:44]5[CH:49]=[CH:48][CH:47]=[CH:46][CH:45]=5)[CH:37]4[C:51]4[CH:56]=[CH:55][C:54]([O:57][CH3:58])=[CH:53][CH:52]=4)=[CH:32][CH:31]=3)C3C=CC=CC=3)C3C(=CC=CC=3)C=2C=CC=1.C(NCC)C, predict the reaction product. The product is: [OH:50][CH:43]([C:44]1[CH:45]=[CH:46][CH:47]=[CH:48][CH:49]=1)[CH2:42][CH2:41][CH:38]1[C:39](=[O:40])[N:36]([C:33]2[CH:32]=[CH:31][C:30]([NH:29][C:28](=[O:59])[CH2:27][CH2:26][CH2:25][CH2:24][NH2:17])=[CH:35][CH:34]=2)[CH:37]1[C:51]1[CH:56]=[CH:55][C:54]([O:57][CH3:58])=[CH:53][CH:52]=1. (3) Given the reactants [CH3:1][O:2][CH2:3][CH2:4][C:5]1[S:9][C:8]([S:10]([NH2:13])(=[O:12])=[O:11])=[CH:7][C:6]=1[CH3:14].Cl[C:16](OC1C=CC=CC=1)=[O:17].C(N(CC)CC)C.[CH2:32]([C:34]1[S:38][C:37]([NH2:39])=[N:36][C:35]=1[CH3:40])[CH3:33], predict the reaction product. The product is: [CH2:32]([C:34]1[S:38][C:37]([NH:39][C:16]([NH:13][S:10]([C:8]2[S:9][C:5]([CH2:4][CH2:3][O:2][CH3:1])=[C:6]([CH3:14])[CH:7]=2)(=[O:12])=[O:11])=[O:17])=[N:36][C:35]=1[CH3:40])[CH3:33]. (4) Given the reactants [C:1]1([Mg]Br)[CH:6]=[CH:5][CH:4]=[CH:3][CH:2]=1.[NH2:9][C:10]1[N:21]=[CH:20][C:19]([C:22]2[CH:27]=[C:26]([CH3:28])[CH:25]=[C:24]([Cl:29])[CH:23]=2)=[CH:18][C:11]=1[C:12](N(OC)C)=[O:13].Cl, predict the reaction product. The product is: [NH2:9][C:10]1[C:11]([C:12]([C:1]2[CH:6]=[CH:5][CH:4]=[CH:3][CH:2]=2)=[O:13])=[CH:18][C:19]([C:22]2[CH:27]=[C:26]([CH3:28])[CH:25]=[C:24]([Cl:29])[CH:23]=2)=[CH:20][N:21]=1. (5) The product is: [NH2:38][C:24]1[N:25]=[C:26]([C:28]2[CH:37]=[C:36]3[C:31]([CH2:32][CH2:33][N:34]([C:10]([NH:9][CH:7]([C:4]4[CH:5]=[CH:6][N:2]([CH3:1])[N:3]=4)[CH3:8])=[O:11])[CH2:35]3)=[CH:30][CH:29]=2)[CH:27]=[C:22]([N:19]2[CH2:18][CH2:17][N:16]([CH3:15])[CH2:21][CH2:20]2)[N:23]=1. Given the reactants [CH3:1][N:2]1[CH:6]=[CH:5][C:4]([CH:7]([NH2:9])[CH3:8])=[N:3]1.[C:10](Cl)(Cl)=[O:11].Cl.[CH3:15][N:16]1[CH2:21][CH2:20][N:19]([C:22]2[CH:27]=[C:26]([C:28]3[CH:37]=[C:36]4[C:31]([CH2:32][CH2:33][NH:34][CH2:35]4)=[CH:30][CH:29]=3)[N:25]=[C:24]([NH2:38])[N:23]=2)[CH2:18][CH2:17]1, predict the reaction product. (6) Given the reactants [F:1][C:2]1[CH:3]=[C:4]([CH2:9][C:10]([O:12][CH3:13])=[O:11])[CH:5]=[C:6]([F:8])[CH:7]=1.[Br:14]N1C(=O)CCC1=O.CC(N=NC(C#N)(C)C)(C#N)C.C(Cl)(Cl)(Cl)Cl, predict the reaction product. The product is: [Br:14][CH:9]([C:4]1[CH:3]=[C:2]([F:1])[CH:7]=[C:6]([F:8])[CH:5]=1)[C:10]([O:12][CH3:13])=[O:11]. (7) Given the reactants Br[CH2:2][CH2:3][C:4]1[C:8]2[CH:9]=[CH:10][CH:11]=[C:12]([O:13][CH3:14])[C:7]=2[O:6][CH:5]=1.[C-:15]#[N:16].[Na+], predict the reaction product. The product is: [CH3:14][O:13][C:12]1[C:7]2[O:6][CH:5]=[C:4]([CH2:3][CH2:2][C:15]#[N:16])[C:8]=2[CH:9]=[CH:10][CH:11]=1. (8) Given the reactants [C:1]1([C:13](Cl)=O)[CH:6]=[CH:5][CH:4]=[C:3]([C:7](Cl)=O)[C:2]=1C(Cl)=O.[CH3:16][N:17]1[CH2:21][CH2:20][CH2:19][C:18]1=O.[C:23]1([NH:29][C:30]2[CH:35]=[CH:34][CH:33]=[CH:32][C:31]=2[NH2:36])[CH:28]=[CH:27][CH:26]=[CH:25][CH:24]=1, predict the reaction product. The product is: [C:23]1([N:29]2[C:30]3[CH:35]=[CH:34][CH:33]=[CH:32][C:31]=3[N:36]=[C:13]2[C:1]2[CH:2]=[C:3]([C:7]3[N:29]([C:23]4[CH:24]=[CH:25][CH:26]=[CH:27][CH:28]=4)[C:30]4[CH:35]=[CH:34][CH:33]=[CH:32][C:31]=4[N:36]=3)[CH:4]=[C:5]([C:30]3[N:17]([C:16]4[CH:35]=[CH:34][CH:33]=[CH:32][CH:31]=4)[C:21]4[CH:20]=[CH:19][CH:18]=[CH:24][C:23]=4[N:29]=3)[CH:6]=2)[CH:24]=[CH:25][CH:26]=[CH:27][CH:28]=1. (9) Given the reactants [NH2:1][C:2]1[C:21]([Br:22])=[CH:20][C:19]([CH3:23])=[CH:18][C:3]=1[C:4]([NH:6][NH:7][C:8]1[CH:13]=[C:12]([Cl:14])[CH:11]=[CH:10][C:9]=1[S:15][CH2:16][CH3:17])=[O:5].O.[OH-].[Na+].[CH:27](O)=O, predict the reaction product. The product is: [Br:22][C:21]1[CH:20]=[C:19]([CH3:23])[CH:18]=[C:3]2[C:2]=1[N:1]=[CH:27][N:6]([NH:7][C:8]1[CH:13]=[C:12]([Cl:14])[CH:11]=[CH:10][C:9]=1[S:15][CH2:16][CH3:17])[C:4]2=[O:5].